From a dataset of Full USPTO retrosynthesis dataset with 1.9M reactions from patents (1976-2016). Predict the reactants needed to synthesize the given product. (1) Given the product [F:1][C:2]([F:7])([F:6])[C:3]([OH:5])=[O:4].[F:8][C:9]([F:14])([F:13])[C:10]([OH:12])=[O:11].[F:15][C:16]([F:21])([F:20])[C:17]([OH:19])=[O:18].[S:57]1[C:58]2[CH:64]=[CH:63][CH:62]=[CH:61][C:59]=2[N:60]=[C:56]1[N:50]1[CH2:51][CH2:52][CH:47]([CH2:46][C:45]([NH:44][C:36]2[CH:37]=[CH:38][C:39]3[NH:40][C:41]4[N:42]=[C:26]([NH:27][C:28]5[CH:29]=[N:30][CH:31]=[C:32]([CH:54]=5)[CH2:33][CH2:34][C:35]=2[CH:43]=3)[N:25]=[CH:24][C:23]=4[Cl:22])=[O:53])[CH2:48][CH2:49]1, predict the reactants needed to synthesize it. The reactants are: [F:1][C:2]([F:7])([F:6])[C:3]([OH:5])=[O:4].[F:8][C:9]([F:14])([F:13])[C:10]([OH:12])=[O:11].[F:15][C:16]([F:21])([F:20])[C:17]([OH:19])=[O:18].[Cl:22][C:23]1[CH:24]=[N:25][C:26]2[NH:27][C:28]3[CH:29]=[N:30][CH:31]=[C:32]([CH:54]=3)[CH2:33][CH2:34][C:35]3[CH:43]=[C:39]([NH:40][C:41]=1[N:42]=2)[CH:38]=[CH:37][C:36]=3[NH:44][C:45](=[O:53])[CH2:46][CH:47]1[CH2:52][CH2:51][NH:50][CH2:49][CH2:48]1.Cl[C:56]1[S:57][C:58]2[CH:64]=[CH:63][CH:62]=[CH:61][C:59]=2[N:60]=1. (2) Given the product [N:10]1([C:2]2[N:7]=[C:6]([C:8]#[N:9])[CH:5]=[CH:4][CH:3]=2)[CH:14]=[CH:13][CH:12]=[N:11]1, predict the reactants needed to synthesize it. The reactants are: Cl[C:2]1[N:7]=[C:6]([C:8]#[N:9])[CH:5]=[CH:4][CH:3]=1.[NH:10]1[CH:14]=[CH:13][CH:12]=[N:11]1.C(=O)([O-])[O-].[K+].[K+].C(OCC)(=O)C. (3) Given the product [NH2:1][C:2]1[C:11]([C:12]([NH:38][C:37]2[C:32]([O:31][C@@H:27]3[CH2:28][CH2:29][CH2:30][N:25]([CH3:24])[CH2:26]3)=[N:33][CH:34]=[N:35][CH:36]=2)=[O:14])=[C:5]2[N:6]=[CH:7][C:8]([F:10])=[CH:9][N:4]2[N:3]=1, predict the reactants needed to synthesize it. The reactants are: [NH2:1][C:2]1[C:11]([C:12]([O:14]N2C3C=CC=CC=3N=N2)=O)=[C:5]2[N:6]=[CH:7][C:8]([F:10])=[CH:9][N:4]2[N:3]=1.[CH3:24][N:25]1[CH2:30][CH2:29][CH2:28][C@@H:27]([O:31][C:32]2[C:37]([NH2:38])=[CH:36][N:35]=[CH:34][N:33]=2)[CH2:26]1. (4) Given the product [OH:41][C:35]1([C:10]2[NH:11][C:12]3[N:13]([CH2:24][CH2:25][CH3:26])[C:14](=[O:23])[N:15]([CH2:20][CH2:21][CH3:22])[C:16](=[O:19])[C:17]=3[N:18]=2)[CH2:34][CH:33]2[O:40][CH:37]([CH:38]=[CH:39]2)[CH2:36]1, predict the reactants needed to synthesize it. The reactants are: OC1(C)C2CCC1CC([C:10]1[NH:18][C:17]3[C:16](=[O:19])[N:15]([CH2:20][CH2:21][CH3:22])[C:14](=[O:23])[N:13]([CH2:24][CH2:25][CH3:26])[C:12]=3[N:11]=1)C2.[Li]CCCC.[CH:33]12[O:40][CH:37]([CH:38]=[CH:39]1)[CH2:36][C:35](=[O:41])[CH2:34]2.